This data is from Catalyst prediction with 721,799 reactions and 888 catalyst types from USPTO. The task is: Predict which catalyst facilitates the given reaction. (1) Reactant: C[O:2][C:3]([C:5]1[S:6][C:7]([C:11]([C:16]2[CH:21]=[CH:20][C:19]([O:22][Si:23]([C:26]([CH3:29])([CH3:28])[CH3:27])([CH3:25])[CH3:24])=[C:18]([CH3:30])[CH:17]=2)([CH2:14][CH3:15])[CH2:12][CH3:13])=[CH:8][C:9]=1[CH3:10])=O.[H-].[Al+3].[Li+].[H-].[H-].[H-]. Product: [C:26]([Si:23]([CH3:25])([CH3:24])[O:22][C:19]1[CH:20]=[CH:21][C:16]([C:11]([C:7]2[S:6][C:5]([CH2:3][OH:2])=[C:9]([CH3:10])[CH:8]=2)([CH2:14][CH3:15])[CH2:12][CH3:13])=[CH:17][C:18]=1[CH3:30])([CH3:28])([CH3:27])[CH3:29]. The catalyst class is: 1. (2) Reactant: [Cl:1][C:2]1[C:3]([F:46])=[C:4]([C@@H:8]2[C@:12]([C:15]3[CH:20]=[CH:19][C:18]([Cl:21])=[CH:17][C:16]=3[F:22])([C:13]#[N:14])[C@H:11]([CH2:23][C:24]([CH3:27])([CH3:26])[CH3:25])[NH:10][C@H:9]2[C:28]([NH:30][C:31]2[CH:45]=[CH:44][C:34]([CH2:35][NH:36]C(=O)OC(C)(C)C)=[CH:33][CH:32]=2)=[O:29])[CH:5]=[CH:6][CH:7]=1.FC(F)(F)C(O)=O. Product: [NH2:36][CH2:35][C:34]1[CH:44]=[CH:45][C:31]([NH:30][C:28]([CH:9]2[CH:8]([C:4]3[CH:5]=[CH:6][CH:7]=[C:2]([Cl:1])[C:3]=3[F:46])[C:12]([C:15]3[CH:20]=[CH:19][C:18]([Cl:21])=[CH:17][C:16]=3[F:22])([C:13]#[N:14])[CH:11]([CH2:23][C:24]([CH3:27])([CH3:26])[CH3:25])[NH:10]2)=[O:29])=[CH:32][CH:33]=1. The catalyst class is: 2. (3) Reactant: I[Si](C)(C)C.[OH:6][C:7]1[CH:8]=[C:9]([CH:19]=[C:20]([O:22][C@H:23]([CH3:27])[CH2:24][O:25]C)[CH:21]=1)[C:10]([NH:12][C:13]1[CH:17]=[CH:16][N:15]([CH3:18])[N:14]=1)=[O:11].C(=O)([O-])[O-].[K+].[K+].S([O-])([O-])(=O)=S.[Na+].[Na+]. Product: [OH:6][C:7]1[CH:8]=[C:9]([CH:19]=[C:20]([O:22][C@H:23]([CH3:27])[CH2:24][OH:25])[CH:21]=1)[C:10]([NH:12][C:13]1[CH:17]=[CH:16][N:15]([CH3:18])[N:14]=1)=[O:11]. The catalyst class is: 382. (4) Reactant: [Br:1][C:2]1[CH:10]=[C:9]2[C:5]([CH2:6][C:7]3([CH2:27][CH2:26][CH:25]([O:28][CH3:29])[CH2:24][CH2:23]3)[C:8]2([NH:16][S:17]([C:19]([CH3:22])([CH3:21])[CH3:20])=[O:18])[C:11]([O:13][CH2:14][CH3:15])=C)=[CH:4][CH:3]=1.[C-]#N.[K+].CC[OH:35]. Product: [Br:1][C:2]1[CH:10]=[C:9]2[C:5]([CH2:6][C:7]3([CH2:27][CH2:26][CH:25]([O:28][CH3:29])[CH2:24][CH2:23]3)[C:8]2([NH:16][S:17]([C:19]([CH3:21])([CH3:22])[CH3:20])=[O:18])[C:11]([O:13][CH2:14][CH3:15])=[O:35])=[CH:4][CH:3]=1. The catalyst class is: 6. (5) Reactant: CN1C(C(OC(C)(C)C)=O)CNC1=O.BrC1N=CC=CN=1.C(=O)([O-])[O-].[Cs+].[Cs+].CC1(C)C2C(=C(P(C3C=CC=CC=3)C3C=CC=CC=3)C=CC=2)OC2C(P(C3C=CC=CC=3)C3C=CC=CC=3)=CC=CC1=2.[CH3:70][N:71]1[CH:75]([C:76]([O:78]C(C)(C)C)=[O:77])[CH2:74][N:73]([C:83]2[N:88]=[CH:87][CH:86]=[CH:85][N:84]=2)[C:72]1=[O:89].[C:90]([OH:96])([C:92]([F:95])([F:94])[F:93])=[O:91].C(Cl)Cl. Product: [OH:96][C:90]([C:92]([F:95])([F:94])[F:93])=[O:91].[CH3:70][N:71]1[C@H:75]([C:76]([OH:78])=[O:77])[CH2:74][N:73]([C:83]2[N:84]=[CH:85][CH:86]=[CH:87][N:88]=2)[C:72]1=[O:89]. The catalyst class is: 333.